From a dataset of Reaction yield outcomes from USPTO patents with 853,638 reactions. Predict the reaction yield, written as a fraction of the theoretical maximum amount of product (1.0 means a 100% yield; for example, 0.34 means a 34% yield). (1) The reactants are Cl.[CH2:2]([N:9]1[CH2:14][CH2:13][O:12][CH:11]([C:15]([OH:17])=O)[CH2:10]1)[C:3]1[CH:8]=[CH:7][CH:6]=[CH:5][CH:4]=1.CN(C=O)C.C(Cl)(=O)C(Cl)=O.[CH3:29][O:30][C:31]1[C:45]([O:46][CH3:47])=[CH:44][C:34]2[NH:35][C:36]([C:38]3[C:42]([NH2:43])=[CH:41][NH:40][N:39]=3)=[N:37][C:33]=2[CH:32]=1.C(N(C(C)C)CC)(C)C. The catalyst is C1COCC1.CO. The product is [CH3:47][O:46][C:45]1[C:31]([O:30][CH3:29])=[CH:32][C:33]2[NH:37][C:36]([C:38]3[C:42]([NH:43][C:15]([CH:11]4[O:12][CH2:13][CH2:14][N:9]([CH2:2][C:3]5[CH:4]=[CH:5][CH:6]=[CH:7][CH:8]=5)[CH2:10]4)=[O:17])=[CH:41][NH:40][N:39]=3)=[N:35][C:34]=2[CH:44]=1. The yield is 0.0900. (2) The reactants are C([O:8][C:9]1[CH:10]=[C:11]([C:17]2([C:20]([NH:22][C:23]3[CH:28]=[CH:27][CH:26]=[C:25]([C:29]4[CH:34]=[CH:33][C:32]([S:35]([N:38]5[CH2:42][CH2:41][CH2:40][C@@H:39]5[CH2:43][OH:44])(=[O:37])=[O:36])=[CH:31][CH:30]=4)[N:24]=3)=[O:21])[CH2:19][CH2:18]2)[CH:12]=[CH:13][C:14]=1[O:15][CH3:16])C1C=CC=CC=1.[H][H]. The catalyst is C(O)C.[Pd]. The product is [OH:8][C:9]1[CH:10]=[C:11]([C:17]2([C:20]([NH:22][C:23]3[CH:28]=[CH:27][CH:26]=[C:25]([C:29]4[CH:34]=[CH:33][C:32]([S:35]([N:38]5[CH2:42][CH2:41][CH2:40][C@@H:39]5[CH2:43][OH:44])(=[O:37])=[O:36])=[CH:31][CH:30]=4)[N:24]=3)=[O:21])[CH2:18][CH2:19]2)[CH:12]=[CH:13][C:14]=1[O:15][CH3:16]. The yield is 0.340.